This data is from CYP2D6 inhibition data for predicting drug metabolism from PubChem BioAssay. The task is: Regression/Classification. Given a drug SMILES string, predict its absorption, distribution, metabolism, or excretion properties. Task type varies by dataset: regression for continuous measurements (e.g., permeability, clearance, half-life) or binary classification for categorical outcomes (e.g., BBB penetration, CYP inhibition). Dataset: cyp2d6_veith. (1) The compound is CC(=O)Nc1ccc2nc(C3CCCCC3)[nH]c2c1. The result is 1 (inhibitor). (2) The molecule is Cc1ccccc1-c1cncnc1NCCc1cnc[nH]1. The result is 1 (inhibitor). (3) The drug is O=C1CC(=O)N(CCc2ccc(F)cc2)C(=O)N1. The result is 0 (non-inhibitor). (4) The compound is O=[N+]([O-])c1cccc(-c2nc(-c3ccncc3)no2)c1. The result is 0 (non-inhibitor). (5) The drug is CC(NC(=O)OCc1ccccc1)C(=O)NCC1CCCO1. The result is 0 (non-inhibitor).